From a dataset of Full USPTO retrosynthesis dataset with 1.9M reactions from patents (1976-2016). Predict the reactants needed to synthesize the given product. Given the product [Br:12][C:11]1[C:6]([NH:5][C:3](=[O:4])[CH2:2][I:14])=[N:7][CH:8]=[C:9]([Br:13])[N:10]=1, predict the reactants needed to synthesize it. The reactants are: Cl[CH2:2][C:3]([NH:5][C:6]1[C:11]([Br:12])=[N:10][C:9]([Br:13])=[CH:8][N:7]=1)=[O:4].[I-:14].[Na+].